Dataset: Peptide-MHC class I binding affinity with 185,985 pairs from IEDB/IMGT. Task: Regression. Given a peptide amino acid sequence and an MHC pseudo amino acid sequence, predict their binding affinity value. This is MHC class I binding data. (1) The peptide sequence is VTTHKYAGPY. The MHC is HLA-A31:01 with pseudo-sequence HLA-A31:01. The binding affinity (normalized) is 0.0213. (2) The peptide sequence is VGEEFFHQY. The MHC is HLA-A24:02 with pseudo-sequence HLA-A24:02. The binding affinity (normalized) is 0.317. (3) The peptide sequence is SGIFSVEGK. The MHC is HLA-A33:01 with pseudo-sequence HLA-A33:01. The binding affinity (normalized) is 0. (4) The peptide sequence is VLYDPETDK. The MHC is HLA-A02:12 with pseudo-sequence HLA-A02:12. The binding affinity (normalized) is 0.302. (5) The peptide sequence is VAVSFVTL. The MHC is H-2-Kb with pseudo-sequence H-2-Kb. The binding affinity (normalized) is 0.919. (6) The peptide sequence is VYKVYYGNAL. The MHC is HLA-A23:01 with pseudo-sequence HLA-A23:01. The binding affinity (normalized) is 0.389. (7) The peptide sequence is RMAILGDTAW. The MHC is HLA-B44:02 with pseudo-sequence HLA-B44:02. The binding affinity (normalized) is 0.435.